From a dataset of Experimentally validated miRNA-target interactions with 360,000+ pairs, plus equal number of negative samples. Binary Classification. Given a miRNA mature sequence and a target amino acid sequence, predict their likelihood of interaction. (1) The miRNA is hsa-miR-122-5p with sequence UGGAGUGUGACAAUGGUGUUUG. The protein sequence of the target gene is MYQSLAMAANHGPPPGAYEAGGPGAFMHSAGAASSPVYVPTPRVPSSVLGLSYLQGGGSAAAAGTTSGGSSGAGPSGAGPGTQQGSPGWSQAGAEGAAYTPPPVSPRFSFPGTTGSLAAAAAAAAAREAAAYGSGGGAAGAGLAGREQYGRPGFAGSYSSPYPAYMADVGASWAAAAAASAGPFDSPVLHSLPGRANPGRHPNLDMFDDFSEGRECVNCGAMSTPLWRRDGTGHYLCNACGLYHKMNGINRPLIKPQRRLSASRRVGLSCANCQTTTTTLWRRNAEGEPVCNACGLYMKL.... Result: 0 (no interaction). (2) The miRNA is hsa-miR-1303 with sequence UUUAGAGACGGGGUCUUGCUCU. Result: 0 (no interaction). The protein sequence of the target gene is MIDSVKLRRDSAADFFSHYEYLCALQNSVPLPAVRACLREGVLDFNADRLRGVDWAPLLSTLKINKDLPLVSIKSFFQPWLGDTGSDMNKFCRSRVPAIRYKDVTFQLCKALKGCLSISSVLKNLELNGLILRERDLTILAKGLNKSASLVHLSLANCPIGDGGLEIICQGIKSSITLKTVNFTGCNLTWQGADHMAKILKYQTMRRHEETWAESLRYRRPDLDCMAGLRRITLNCNTLIGDLGACAFADSLSEDLWLRALDLQQCGLTNEGAKALLEALETNTTLVVLDIRKNPLIDHS.... (3) The miRNA is mmu-miR-1843b-5p with sequence AUGGAGGUCUCUGUCUGACUU. The protein sequence of the target gene is MAELGEADEAELQRLVAAEQQKAQFTAQVHHFMELCWDKCVEKPGNRLDSRTENCLSSCVDRFIDTTLAITSRFAQIVQKGGQ. Result: 0 (no interaction). (4) The miRNA is mmu-miR-764-5p with sequence GGUGCUCACAUGUCCUCCU. The protein sequence of the target gene is MAQTVQNVTLSLTLPITCHICLGKVRQPVVCTNNHVFCSICIDLWLKNNSQCPACRVPITPENPCKEIIGGTSESEPMLSHTVRKHLRKTRLELLHREYEDEIDCLQKEVEELKSKNLSLESQIKTILDPLALMQGSQNEDKHPLADNPSKMDPDSVVEWKKKLRTANEIYEKVKDDVDKLKEANKKLKLENGGLLRENLRLKAEVDNRSPQKFGRFTVAALQSKVEQYERETNRLKKALERSDKYIEELESQVAHLKHSEEAKEDVDALCQRAPSADSKGPNGSDELGPPKNQSDSARK.... Result: 0 (no interaction). (5) The miRNA is hsa-miR-590-5p with sequence GAGCUUAUUCAUAAAAGUGCAG. The protein sequence of the target gene is MADEKTFRIGFIVLGLFLLALGTFLMSHDRPQVYGTFYAMGSVMVIGGIIWSMCQCYPKITFVPADSDFQGILSPKAMGLLENGLAAEMKSPSPQPPYVRLWEEAAYDQSLPDFSHIQMKVMSYSEDHRSLLAPEMGQPKLGTSDGGEGGPGDVQAWMEAAVVIHKGSDESEGERRLTQSWPGPLACPQGPAPLASFQDDLDMDSSEGSSPNASPHDREEACSPQQEPQGCRCPLDRFQDFALIDAPTLEDEPQEGQQWEIALPNNWQRYPRTKVEEKEASDTGGEEPEKEEEDLYYGLP.... Result: 0 (no interaction).